This data is from NCI-60 drug combinations with 297,098 pairs across 59 cell lines. The task is: Regression. Given two drug SMILES strings and cell line genomic features, predict the synergy score measuring deviation from expected non-interaction effect. (1) Drug 1: COC1=C(C=C2C(=C1)N=CN=C2NC3=CC(=C(C=C3)F)Cl)OCCCN4CCOCC4. Drug 2: CC1CCC2CC(C(=CC=CC=CC(CC(C(=O)C(C(C(=CC(C(=O)CC(OC(=O)C3CCCCN3C(=O)C(=O)C1(O2)O)C(C)CC4CCC(C(C4)OC)O)C)C)O)OC)C)C)C)OC. Cell line: BT-549. Synergy scores: CSS=36.0, Synergy_ZIP=-4.65, Synergy_Bliss=-4.45, Synergy_Loewe=0.584, Synergy_HSA=2.03. (2) Drug 1: C1=C(C(=O)NC(=O)N1)N(CCCl)CCCl. Drug 2: CCCCC(=O)OCC(=O)C1(CC(C2=C(C1)C(=C3C(=C2O)C(=O)C4=C(C3=O)C=CC=C4OC)O)OC5CC(C(C(O5)C)O)NC(=O)C(F)(F)F)O. Cell line: MOLT-4. Synergy scores: CSS=47.2, Synergy_ZIP=-1.89, Synergy_Bliss=-3.33, Synergy_Loewe=-1.75, Synergy_HSA=-1.33.